Dataset: Catalyst prediction with 721,799 reactions and 888 catalyst types from USPTO. Task: Predict which catalyst facilitates the given reaction. (1) Reactant: [Cl:1][C:2]1[CH:3]=[C:4]([NH:8][C:9]2[O:13][C:12]([C:14]3[CH:15]=[C:16]([NH2:21])[C:17]([NH2:20])=[CH:18][CH:19]=3)=[N:11][N:10]=2)[CH:5]=[CH:6][CH:7]=1.[CH3:22][O:23][C:24](=[O:37])[CH2:25][CH2:26][C:27]1[CH:32]=[C:31]([CH3:33])[C:30]([CH:34]=O)=[C:29]([CH3:36])[CH:28]=1.C(S([O-])(=O)=O)(F)(F)F.C(S([O-])(=O)=O)(F)(F)F.C(S([O-])(=O)=O)(F)(F)F.[Yb+3].O. Product: [CH3:22][O:23][C:24](=[O:37])[CH2:25][CH2:26][C:27]1[CH:32]=[C:31]([CH3:33])[C:30]([C:34]2[NH:21][C:16]3[CH:15]=[C:14]([C:12]4[O:13][C:9]([NH:8][C:4]5[CH:5]=[CH:6][CH:7]=[C:2]([Cl:1])[CH:3]=5)=[N:10][N:11]=4)[CH:19]=[CH:18][C:17]=3[N:20]=2)=[C:29]([CH3:36])[CH:28]=1. The catalyst class is: 16. (2) Reactant: [N-:1]=[N+:2]=[N-:3].[Na+].[Cl:5][C:6]1[CH:11]=[CH:10][C:9]([CH2:12][CH2:13][C:14]#[N:15])=[C:8]([O:16][C:17]2[CH:22]=[CH:21][C:20]([S:23]([CH3:26])(=[O:25])=[O:24])=[CH:19][C:18]=2[Cl:27])[CH:7]=1.[Cl-].[NH4+]. Product: [Cl:5][C:6]1[CH:11]=[CH:10][C:9]([CH2:12][CH2:13][C:14]2[NH:15][N:3]=[N:2][N:1]=2)=[C:8]([O:16][C:17]2[CH:22]=[CH:21][C:20]([S:23]([CH3:26])(=[O:24])=[O:25])=[CH:19][C:18]=2[Cl:27])[CH:7]=1. The catalyst class is: 3. (3) Reactant: [NH2:1][CH2:2][CH2:3][N:4]([CH3:15])[CH2:5][CH2:6][NH:7][C:8](=[O:14])[O:9][C:10]([CH3:13])([CH3:12])[CH3:11].[CH3:16][C:17]1[C:22]([O:23][CH3:24])=[C:21]([CH2:25]/[CH:26]=[C:27](/[CH2:29][CH2:30][C:31](O)=[O:32])\[CH3:28])[C:20]([OH:34])=[C:19]2[C:35]([O:37][CH2:38][C:18]=12)=[O:36].C(Cl)CCl. Product: [OH:34][C:20]1[C:21]([CH2:25]/[CH:26]=[C:27](\[CH3:28])/[CH2:29][CH2:30][C:31]([NH:1][CH2:2][CH2:3][N:4]([CH3:15])[CH2:5][CH2:6][NH:7][C:8](=[O:14])[O:9][C:10]([CH3:11])([CH3:12])[CH3:13])=[O:32])=[C:22]([O:23][CH3:24])[C:17]([CH3:16])=[C:18]2[C:19]=1[C:35](=[O:36])[O:37][CH2:38]2. The catalyst class is: 210. (4) Product: [CH3:24][N:23]1[C:22](=[O:25])[CH:21]=[C:20]([C:26]2[CH:31]=[CH:30][N:29]=[CH:28][CH:27]=2)[N:19]=[C:18]1[N:2]1[CH2:7][CH2:6][CH2:5][CH:4]([C:8]([NH:10][C:11]2[CH:16]=[CH:15][CH:14]=[CH:13][CH:12]=2)=[O:9])[CH2:3]1. The catalyst class is: 7. Reactant: Cl.[NH:2]1[CH2:7][CH2:6][CH2:5][CH:4]([C:8]([NH:10][C:11]2[CH:16]=[CH:15][CH:14]=[CH:13][CH:12]=2)=[O:9])[CH2:3]1.Cl[C:18]1[N:23]([CH3:24])[C:22](=[O:25])[CH:21]=[C:20]([C:26]2[CH:31]=[CH:30][N:29]=[CH:28][CH:27]=2)[N:19]=1.C(N(CC)CC)C. (5) Reactant: [C:1]1(/[C:7](/[CH2:34][CH3:35])=[C:8](\[C:24]2[CH:29]=[CH:28][C:27](/[CH:30]=[CH:31]/[C:32]#[N:33])=[CH:26][CH:25]=2)/[C:9]2[CH:10]=[C:11]3[C:15](=[CH:16][CH:17]=2)[N:14]([CH:18]2[CH2:23][CH2:22][CH2:21][CH2:20]O2)[N:13]=[CH:12]3)[CH:6]=[CH:5][CH:4]=[CH:3][CH:2]=1.Cl.[NH2:37][OH:38].C(N(CC)CC)C.[OH2:46]. Product: [OH:38]/[N:37]=[C:32](\[NH2:33])/[CH:31]=[CH:30]/[C:27]1[CH:28]=[CH:29][C:24](/[C:8](/[C:9]2[CH:10]=[C:11]3[C:15](=[CH:16][CH:17]=2)[N:14]([CH:18]2[CH2:23][CH2:22][CH2:21][CH2:20][O:46]2)[N:13]=[CH:12]3)=[C:7](\[C:1]2[CH:6]=[CH:5][CH:4]=[CH:3][CH:2]=2)/[CH2:34][CH3:35])=[CH:25][CH:26]=1. The catalyst class is: 16. (6) Reactant: C1(P(C2C=CC=CC=2)C2C=CC=CC=2)C=CC=CC=1.C(N(CC)CC)C.I[C:28]1[N:29]=[C:30]([CH3:33])[NH:31][CH:32]=1.C[Si]([C:38]#[C:39][C:40]1[CH:45]=[CH:44][N:43]=[C:42]([C:46]#[N:47])[CH:41]=1)(C)C.[F-].C([N+](CCCC)(CCCC)CCCC)CCC. Product: [CH3:33][C:30]1[NH:31][CH:32]=[C:28]([C:38]#[C:39][C:40]2[CH:45]=[CH:44][N:43]=[C:42]([C:46]#[N:47])[CH:41]=2)[N:29]=1. The catalyst class is: 540.